From a dataset of Catalyst prediction with 721,799 reactions and 888 catalyst types from USPTO. Predict which catalyst facilitates the given reaction. (1) Reactant: Br[C:2]1[CH:3]=[C:4]2[C:9](=[CH:10][CH:11]=1)[N:8]=[CH:7][N:6]=[C:5]2[C:12]1[CH:13]=[C:14]([C:18]([N:20]2[CH2:25][CH2:24][N:23]([C:26](=[O:28])[CH3:27])[CH2:22][CH2:21]2)=[O:19])[CH:15]=[N:16][CH:17]=1.CC1(C)C(C)(C)OB([C:37]2[CH:38]=[N:39][CH:40]=[C:41]([C:43]([F:46])([F:45])[F:44])[CH:42]=2)O1.B(O)O.COCCOC.C([O-])([O-])=O.[Na+].[Na+]. Product: [F:44][C:43]([F:46])([F:45])[C:41]1[CH:42]=[C:37]([C:2]2[CH:3]=[C:4]3[C:9](=[CH:10][CH:11]=2)[N:8]=[CH:7][N:6]=[C:5]3[C:12]2[CH:13]=[C:14]([C:18]([N:20]3[CH2:25][CH2:24][N:23]([C:26](=[O:28])[CH3:27])[CH2:22][CH2:21]3)=[O:19])[CH:15]=[N:16][CH:17]=2)[CH:38]=[N:39][CH:40]=1. The catalyst class is: 518. (2) Reactant: Br[C:2]12[CH2:11][CH:6]3[CH2:7][CH:8]([CH2:10][CH:4]([CH2:5]3)[CH2:3]1)[CH2:9]2.C(OC(=O)CC[SH:18])C.[Li+].[OH-].Cl.[C:23]([OH:26])(=[O:25])[CH3:24]. Product: [C:2]12([S:18][CH2:24][C:23]([OH:26])=[O:25])[CH2:11][CH:6]3[CH2:7][CH:8]([CH2:10][CH:4]([CH2:5]3)[CH2:3]1)[CH2:9]2. The catalyst class is: 92. (3) Reactant: [CH3:1][O:2][C:3]([C:5]1[S:6][CH:7]=[CH:8][C:9]=1[NH2:10])=[O:4].C(=O)([O-])[O-].[K+].[K+].[C:17](Cl)(=[O:26])[C:18]1[CH:23]=[CH:22][CH:21]=[C:20]([O:24][CH3:25])[CH:19]=1. Product: [CH3:1][O:2][C:3]([C:5]1[S:6][CH:7]=[CH:8][C:9]=1[NH:10][C:17](=[O:26])[C:18]1[CH:23]=[CH:22][CH:21]=[C:20]([O:24][CH3:25])[CH:19]=1)=[O:4]. The catalyst class is: 47. (4) Reactant: Cl[CH2:2][CH:3]=O.C([O-])(O)=O.[Na+].[Br:10][C:11]1[CH:12]=[CH:13][C:14]([NH2:17])=[N:15][CH:16]=1. Product: [Br:10][C:11]1[CH:12]=[CH:13][C:14]2[N:15]([CH:2]=[CH:3][N:17]=2)[CH:16]=1. The catalyst class is: 14. (5) Reactant: O1CCCC1.[NH2:6][C:7]1[CH:46]=[CH:45][C:10]([CH2:11][N:12]2[C:18]3[CH:19]=[CH:20][CH:21]=[CH:22][C:17]=3[N:16]([C:23]3[CH:28]=[CH:27][C:26]([CH2:29][NH:30][C:31]([O:33][C:34]([CH3:37])([CH3:36])[CH3:35])=[O:32])=[CH:25][CH:24]=3)[C:15](=[O:38])[CH:14]([CH2:39][C:40]([O:42][CH3:43])=[O:41])[C:13]2=[O:44])=[CH:9][CH:8]=1.C(N(CC)CC)C.[C:54](Cl)(=[O:61])[C:55]1[CH:60]=[CH:59][CH:58]=[CH:57][CH:56]=1. Product: [C:54]([NH:6][C:7]1[CH:46]=[CH:45][C:10]([CH2:11][N:12]2[C:18]3[CH:19]=[CH:20][CH:21]=[CH:22][C:17]=3[N:16]([C:23]3[CH:28]=[CH:27][C:26]([CH2:29][NH:30][C:31]([O:33][C:34]([CH3:36])([CH3:37])[CH3:35])=[O:32])=[CH:25][CH:24]=3)[C:15](=[O:38])[CH:14]([CH2:39][C:40]([O:42][CH3:43])=[O:41])[C:13]2=[O:44])=[CH:9][CH:8]=1)(=[O:61])[C:55]1[CH:60]=[CH:59][CH:58]=[CH:57][CH:56]=1. The catalyst class is: 6. (6) Reactant: C(N1CCN(C2N=C(Br)C=C3C=CSC=23)CC1)C.[CH2:19]([N:21]1[CH2:26][CH2:25][N:24]([C:27]2[N:28]=[C:29]([C:36]3[CH:41]=[CH:40][C:39]([C:42]([CH3:50])([CH3:49])[CH2:43][CH2:44][O:45]C(=O)C)=[CH:38][CH:37]=3)[CH:30]=[C:31]3[CH:35]=[CH:34][S:33][C:32]=23)[CH2:23][CH2:22]1)[CH3:20].[ClH:51]. Product: [ClH:51].[ClH:51].[CH2:19]([N:21]1[CH2:26][CH2:25][N:24]([C:27]2[N:28]=[C:29]([C:36]3[CH:41]=[CH:40][C:39]([C:42]([CH3:49])([CH3:50])[CH2:43][CH2:44][OH:45])=[CH:38][CH:37]=3)[CH:30]=[C:31]3[CH:35]=[CH:34][S:33][C:32]=23)[CH2:23][CH2:22]1)[CH3:20]. The catalyst class is: 13. (7) Reactant: C([O:8][C:9]1[CH:10]=[C:11]([C:16]2[C:24]3[C:19](=[N:20][CH:21]=[N:22][C:23]=3[NH2:25])[N:18]([CH:26]([CH3:28])[CH3:27])[N:17]=2)[CH:12]=[C:13]([F:15])[CH:14]=1)C1C=CC=CC=1. Product: [NH2:25][C:23]1[N:22]=[CH:21][N:20]=[C:19]2[N:18]([CH:26]([CH3:28])[CH3:27])[N:17]=[C:16]([C:11]3[CH:10]=[C:9]([OH:8])[CH:14]=[C:13]([F:15])[CH:12]=3)[C:24]=12. The catalyst class is: 19. (8) Reactant: COC1C=C(OC)C=CC=1C[N:6]1[C:11]2[C:12]3[CH:21]=[CH:20][C:19]([N:22]4[CH2:26][CH2:25][CH2:24][CH2:23]4)=[CH:18][C:13]=3[N:14]([CH3:17])[CH2:15][CH2:16][C:10]=2[C:9]([OH:27])=[C:8]([C:28]([OH:30])=[O:29])[C:7]1=[O:31].FC(F)(F)C(O)=O. Product: [OH:27][C:9]1[C:10]2[CH2:16][CH2:15][N:14]([CH3:17])[C:13]3[CH:18]=[C:19]([N:22]4[CH2:23][CH2:24][CH2:25][CH2:26]4)[CH:20]=[CH:21][C:12]=3[C:11]=2[NH:6][C:7](=[O:31])[C:8]=1[C:28]([OH:30])=[O:29]. The catalyst class is: 2.